This data is from Experimentally validated miRNA-target interactions with 360,000+ pairs, plus equal number of negative samples. The task is: Binary Classification. Given a miRNA mature sequence and a target amino acid sequence, predict their likelihood of interaction. (1) The miRNA is hsa-miR-497-5p with sequence CAGCAGCACACUGUGGUUUGU. Result: 1 (interaction). The protein sequence of the target gene is MGLGTLSPRMLVWLVASGIVFYGELWVCAGLDYDYTFDGNEEDKTETIDYKDPCKAAVFWGDIALDDEDLNIFQIDRTIDLTQNPFGNLGHTTGGLGDHAMSKKRGALYQLIDRIRRIGFGLEQNNTVKGKVPLQFSGQNEKNRVPRAATSRTERIWPGGVIPYVIGGNFTGSQRAMFKQAMRHWEKHTCVTFIERSDEESYIVFTYRPCGCCSYVGRRGNGPQAISIGKNCDKFGIVVHELGHVIGFWHEHTRPDRDNHVTIIRENIQPGQEYNFLKMEPGEVNSLGERYDFDSIMHYA.... (2) The protein sequence of the target gene is MRLSALLALASKVTLPPHYRYGMSPPGSVADKRKNPPWIRRRPVVVEPISDEDWYLFCGDTVEILEGKDAGKQGKVVQVIRQRNWVVVGGLNTHYRYIGKTMDYRGTMIPSEAPLLHRQVKLVDPMDRKPTEIEWRFTEAGERVRVSTRSGRIIPKPEFPRADGIVPETWIDGPKDTSVEDALERTYVPCLKTLQEEVMEAMGIKETRKYKKVYWY. Result: 0 (no interaction). The miRNA is mmu-miR-345-3p with sequence CCUGAACUAGGGGUCUGGAGAC. (3) The miRNA is hsa-miR-374a-5p with sequence UUAUAAUACAACCUGAUAAGUG. The protein sequence of the target gene is MDNRFATAFVIACVLSLISTIYMAASIGTDFWYEYRSPVQENSSDLNKSIWDEFISDEADEKTYNDALFRYNGTVGLWRRCITIPKNMHWYSPPERTESFDVVTKCVSFTLTEQFMEKFVDPGNHNSGIDLLRTYLWRCQFLLPFVSLGLMCFGALIGLCACICRSLYPTIATGILHLLAGLCTLGSVSCYVAGIELLHQKLELPDNVSGEFGWSFCLACVSAPLQFMASALFIWAAHTNRKEYTLMKAYRVA. Result: 0 (no interaction).